Dataset: Catalyst prediction with 721,799 reactions and 888 catalyst types from USPTO. Task: Predict which catalyst facilitates the given reaction. (1) Reactant: [OH:1][NH:2][C:3]([C@H:5]1[CH2:10][CH2:9][CH2:8][CH2:7][N:6]1[S:11]([CH2:14][C:15]1[CH:23]=[CH:22][C:18]2[S:19][CH:20]=[CH:21][C:17]=2[CH:16]=1)(=[O:13])=[O:12])=[O:4].S1C=CC2C=C(CS(N3CCCC[C@@H]3C(O)=O)(=O)=O)C=CC1=2.C1C=NC2N(O)N=NC=2C=1.Cl.NO.CN1CCOCC1.NO. Product: [OH:1][NH:2][C:3]([C@H:5]1[CH2:10][CH2:9][CH2:8][CH2:7][N:6]1[S:11]([CH2:14][C:15]1[CH:23]=[CH:22][C:18]2[S:19][CH:20]=[CH:21][C:17]=2[CH:16]=1)(=[O:13])=[O:12])=[O:4]. The catalyst class is: 607. (2) Reactant: Br[C:2]1[CH:7]=[CH:6][CH:5]=[C:4]([O:8][C:9]([F:12])([F:11])[F:10])[CH:3]=1.[Li]CCCC.CCCCCC.[F:24][C:25]([F:36])([F:35])[O:26][C:27]1[CH:28]=[C:29]([CH:32]=[CH:33][CH:34]=1)[C:30]#N.Cl.C([O:40]CC)C. Product: [F:10][C:9]([F:12])([F:11])[O:8][C:4]1[CH:3]=[C:2]([C:30]([C:29]2[CH:32]=[CH:33][CH:34]=[C:27]([O:26][C:25]([F:36])([F:35])[F:24])[CH:28]=2)=[O:40])[CH:7]=[CH:6][CH:5]=1. The catalyst class is: 6. (3) Reactant: S1[CH2:6][CH:5](O)[S:4][CH2:3][CH:2]1O.[O:9]1[CH2:13][CH2:12][CH2:11][CH2:10]1.[CH2:14]1[CH2:24]CN2C(=NCCC2)C[CH2:15]1.Cl. Product: [C:13]([C:2]1[CH:6]=[CH:5][S:4][CH:3]=1)(=[O:9])[C:12]1[CH:24]=[CH:14][CH:15]=[CH:10][CH:11]=1. The catalyst class is: 26. (4) Reactant: CO.N.C1(P(C2C=CC=CC=2)C2C=CC=CC=2)C=CC=CC=1.[CH2:23]([NH:26][C:27](=[O:59])[CH:28]([CH:56]([CH3:58])[CH3:57])[CH2:29][CH:30]([OH:55])[CH:31]([N:52]=[N+]=[N-])[CH2:32][CH:33]([CH2:37][C:38]1[CH:43]=[CH:42][C:41]([O:44][CH3:45])=[C:40]([O:46][CH2:47][CH2:48][CH2:49][O:50][CH3:51])[CH:39]=1)[CH:34]([CH3:36])[CH3:35])[C:24]#[CH:25]. Product: [CH2:23]([NH:26][C:27](=[O:59])[CH:28]([CH:56]([CH3:58])[CH3:57])[CH2:29][CH:30]([OH:55])[CH:31]([NH2:52])[CH2:32][CH:33]([CH2:37][C:38]1[CH:43]=[CH:42][C:41]([O:44][CH3:45])=[C:40]([O:46][CH2:47][CH2:48][CH2:49][O:50][CH3:51])[CH:39]=1)[CH:34]([CH3:36])[CH3:35])[C:24]#[CH:25]. The catalyst class is: 30. (5) Reactant: ClC1C=C(C=CC=1)C(OO)=O.[CH3:12][O:13][N:14]([CH2:18][CH2:19][CH2:20][CH2:21][N:22]1[C:34]2[C:33]3[CH:32]=[CH:31][CH:30]=[CH:29][C:28]=3[N:27]=[CH:26][C:25]=2[N:24]=[C:23]1[CH2:35][CH2:36][CH3:37])[C:15](=[O:17])[CH3:16].[OH-].[NH4+:39].C1(S(Cl)(=O)=O)C=CC=CC=1.[OH-].[Na+]. Product: [NH2:39][C:26]1[C:25]2[N:24]=[C:23]([CH2:35][CH2:36][CH3:37])[N:22]([CH2:21][CH2:20][CH2:19][CH2:18][N:14]([O:13][CH3:12])[C:15](=[O:17])[CH3:16])[C:34]=2[C:33]2[CH:32]=[CH:31][CH:30]=[CH:29][C:28]=2[N:27]=1. The catalyst class is: 503. (6) Reactant: [C:1]1([CH3:8])[CH:6]=[CH:5][C:4]([CH3:7])=[CH:3][CH:2]=1.[Br:9][CH2:10][C:11](Cl)=[O:12].[Cl-].[Al+3].[Cl-].[Cl-].Cl. Product: [Br:9][CH2:10][C:11]([C:2]1[CH:3]=[C:4]([CH3:7])[CH:5]=[CH:6][C:1]=1[CH3:8])=[O:12]. The catalyst class is: 26. (7) The catalyst class is: 4. Product: [C:1]([N:4]1[CH2:9][CH2:8][N:7]([C:10]2[CH:15]=[N:14][C:13]([CH2:16][CH2:17][C:18]3[CH:23]=[CH:22][C:21]([CH2:24][Cl:28])=[CH:20][CH:19]=3)=[CH:12][CH:11]=2)[CH2:6][CH2:5]1)(=[O:3])[CH3:2]. Reactant: [C:1]([N:4]1[CH2:9][CH2:8][N:7]([C:10]2[CH:11]=[CH:12][C:13]([CH2:16][CH2:17][C:18]3[CH:23]=[CH:22][C:21]([CH2:24]O)=[CH:20][CH:19]=3)=[N:14][CH:15]=2)[CH2:6][CH2:5]1)(=[O:3])[CH3:2].S(Cl)([Cl:28])=O.